From a dataset of Reaction yield outcomes from USPTO patents with 853,638 reactions. Predict the reaction yield, written as a fraction of the theoretical maximum amount of product (1.0 means a 100% yield; for example, 0.34 means a 34% yield). The yield is 0.800. The reactants are C(Cl)Cl.[Cl:4][C:5]1[CH:10]=[CH:9][C:8]([S:11]([CH:14]([C:21]2[CH:26]=[C:25]([F:27])[CH:24]=[CH:23][C:22]=2[F:28])[C:15]2[CH:20]=[CH:19][N:18]=[CH:17][CH:16]=2)(=[O:13])=[O:12])=[CH:7][CH:6]=1.ClC1C=CC=C(C(OO)=[O:37])C=1.C(OCC)(=O)C. The product is [Cl:4][C:5]1[CH:6]=[CH:7][C:8]([S:11]([CH:14]([C:21]2[CH:26]=[C:25]([F:27])[CH:24]=[CH:23][C:22]=2[F:28])[C:15]2[CH:16]=[CH:17][N+:18]([O-:37])=[CH:19][CH:20]=2)(=[O:12])=[O:13])=[CH:9][CH:10]=1. The catalyst is CCOCC.